From a dataset of Reaction yield outcomes from USPTO patents with 853,638 reactions. Predict the reaction yield, written as a fraction of the theoretical maximum amount of product (1.0 means a 100% yield; for example, 0.34 means a 34% yield). (1) The reactants are [Li+].[OH-].[C:3]([O:7][C:8]([NH:10][C@@H:11]([CH2:16][C:17]1[CH:18]=[N:19][C:20]([C:23]([F:26])([F:25])[F:24])=[CH:21][CH:22]=1)[C:12]([O:14]C)=[O:13])=[O:9])([CH3:6])([CH3:5])[CH3:4]. No catalyst specified. The product is [C:3]([O:7][C:8]([NH:10][C@@H:11]([CH2:16][C:17]1[CH:18]=[N:19][C:20]([C:23]([F:26])([F:24])[F:25])=[CH:21][CH:22]=1)[C:12]([OH:14])=[O:13])=[O:9])([CH3:6])([CH3:4])[CH3:5]. The yield is 0.660. (2) The reactants are C([O:3][P:4]([CH2:9][CH2:10][NH:11][C:12]([C:14]1[C:15]2[CH:16]=[CH:17][CH:18]=[N:19][C:20]=2[C:21]([O:36]C(C2C=CC=CC=2)C2C=CC=CC=2)=[C:22]2[C:26](=[O:27])[N:25]([CH2:28][C:29]3[CH:34]=[CH:33][C:32]([F:35])=[CH:31][CH:30]=3)[CH2:24][C:23]=12)=[O:13])(=[O:8])[O:5]CC)C.C[Si](Br)(C)C. The catalyst is ClCCl. The product is [F:35][C:32]1[CH:31]=[CH:30][C:29]([CH2:28][N:25]2[C:26](=[O:27])[C:22]3[C:23](=[C:14]([C:12]([NH:11][CH2:10][CH2:9][P:4](=[O:3])([OH:5])[OH:8])=[O:13])[C:15]4[CH:16]=[CH:17][CH:18]=[N:19][C:20]=4[C:21]=3[OH:36])[CH2:24]2)=[CH:34][CH:33]=1. The yield is 0.520. (3) The reactants are Cl[C:2]1[C:7]([CH3:8])=[C:6]([Cl:9])[N:5]=[CH:4][C:3]=1[C:10]([N:12]1[CH2:17][CH2:16][CH:15]([C:18]2[CH:23]=[CH:22][C:21]([F:24])=[CH:20][CH:19]=2)[CH2:14][CH2:13]1)=[O:11].[Cl:25][C:26]1[CH:27]=[CH:28][C:29]([F:33])=[C:30]([CH:32]=1)[NH2:31]. No catalyst specified. The product is [Cl:9][C:6]1[N:5]=[CH:4][C:3]([C:10]([N:12]2[CH2:13][CH2:14][CH:15]([C:18]3[CH:19]=[CH:20][C:21]([F:24])=[CH:22][CH:23]=3)[CH2:16][CH2:17]2)=[O:11])=[C:2]([NH:31][C:30]2[CH:32]=[C:26]([Cl:25])[CH:27]=[CH:28][C:29]=2[F:33])[C:7]=1[CH3:8]. The yield is 0.690. (4) The reactants are [Si]([O:8][CH2:9][CH2:10][C:11]1([NH:14][C:15](=[O:21])[O:16][C:17]([CH3:20])([CH3:19])[CH3:18])[CH2:13][CH2:12]1)(C(C)(C)C)(C)C. The catalyst is C(Cl)Cl. The product is [OH:8][CH2:9][CH2:10][C:11]1([NH:14][C:15](=[O:21])[O:16][C:17]([CH3:19])([CH3:18])[CH3:20])[CH2:12][CH2:13]1. The yield is 0.600. (5) The reactants are [CH2:1]([O:4][C:5]1([CH3:34])[CH2:10][CH2:9][N:8]([C:11]2[N:16]3[CH:17]=[C:18]([C:20]4[CH:25]=[CH:24][CH:23]=[C:22]([Br:26])[CH:21]=4)[N:19]=[C:15]3[CH:14]=[C:13]([CH3:27])[C:12]=2[C:28](=[O:33])[C:29]([O:31][CH3:32])=[O:30])[CH2:7][CH2:6]1)[CH:2]=[CH2:3].C(C1(C)CCN(C2N3C=C(C(OCC)=O)N=C3C=C(C)C=2[C@H](O)C(OC)=O)CC1)CC=C. No catalyst specified. The product is [CH2:1]([O:4][C:5]1([CH3:34])[CH2:10][CH2:9][N:8]([C:11]2[N:16]3[CH:17]=[C:18]([C:20]4[CH:25]=[CH:24][CH:23]=[C:22]([Br:26])[CH:21]=4)[N:19]=[C:15]3[CH:14]=[C:13]([CH3:27])[C:12]=2[C@H:28]([OH:33])[C:29]([O:31][CH3:32])=[O:30])[CH2:7][CH2:6]1)[CH:2]=[CH2:3]. The yield is 0.800. (6) The reactants are [NH2:1][C:2]1[CH:7]=[C:6]([Cl:8])[C:5]([C:9]([N:11]2[C:19]3[CH:18]=[CH:17][N:16]=[CH:15][C:14]=3[CH:13]=[CH:12]2)=[O:10])=[C:4]([Cl:20])[CH:3]=1.C(N(CC)CC)C.[C:28](Cl)(=[O:31])[CH2:29][CH3:30]. The catalyst is O1CCCC1. The product is [Cl:8][C:6]1[CH:7]=[C:2]([NH:1][C:28](=[O:31])[CH2:29][CH3:30])[CH:3]=[C:4]([Cl:20])[C:5]=1[C:9]([N:11]1[C:19]2[CH:18]=[CH:17][N:16]=[CH:15][C:14]=2[CH:13]=[CH:12]1)=[O:10]. The yield is 0.140.